Dataset: Forward reaction prediction with 1.9M reactions from USPTO patents (1976-2016). Task: Predict the product of the given reaction. Given the reactants [C:1]([O:20][CH2:21][C:22]([O:24]CC)=[O:23])([C:14]1[CH:19]=[CH:18][CH:17]=[CH:16][CH:15]=1)([C:8]1[CH:13]=[CH:12][CH:11]=[CH:10][CH:9]=1)[C:2]1[CH:7]=[CH:6][CH:5]=[CH:4][CH:3]=1.[OH-].[Na+], predict the reaction product. The product is: [C:1]([O:20][CH2:21][C:22]([OH:24])=[O:23])([C:8]1[CH:9]=[CH:10][CH:11]=[CH:12][CH:13]=1)([C:14]1[CH:19]=[CH:18][CH:17]=[CH:16][CH:15]=1)[C:2]1[CH:3]=[CH:4][CH:5]=[CH:6][CH:7]=1.